Task: Predict the reactants needed to synthesize the given product.. Dataset: Full USPTO retrosynthesis dataset with 1.9M reactions from patents (1976-2016) (1) Given the product [Cl:18][C:11]1[CH:10]=[C:9](/[CH:8]=[C:4]2/[C:5](=[O:7])[N:6]3[CH:20]=[C:21]([C:23]4[CH:30]=[CH:29][C:26]([C:27]#[N:28])=[CH:25][CH:24]=4)[N:1]=[C:2]3[S:3]/2)[CH:14]=[C:13]([O:15][CH3:16])[C:12]=1[OH:17], predict the reactants needed to synthesize it. The reactants are: [NH2:1][C:2]1[S:3]/[C:4](=[CH:8]\[C:9]2[CH:14]=[C:13]([O:15][CH3:16])[C:12]([OH:17])=[C:11]([Cl:18])[CH:10]=2)/[C:5](=[O:7])[N:6]=1.Br[CH2:20][C:21]([C:23]1[CH:30]=[CH:29][C:26]([C:27]#[N:28])=[CH:25][CH:24]=1)=O. (2) Given the product [Cl:1][CH:2]([CH2:13][CH2:14][CH2:15][C:16]1[CH:25]=[CH:24][C:23]([O:26][CH3:27])=[C:22]2[C:17]=1[CH:18]=[CH:19][C:20](=[O:29])[N:21]2[CH3:28])[C:3]([OH:5])=[O:4], predict the reactants needed to synthesize it. The reactants are: [Cl:1][C:2]([CH2:13][CH2:14][CH2:15][C:16]1[CH:25]=[CH:24][C:23]([O:26][CH3:27])=[C:22]2[C:17]=1[CH:18]=[CH:19][C:20](=[O:29])[N:21]2[CH3:28])(C(OCC)=O)[C:3]([O:5]CC)=[O:4].C(O)(=O)C.Cl. (3) Given the product [Br:1][C:2]1[CH:7]=[CH:6][C:5]([NH:8][C:9]([NH:29][NH:28][C:26](=[O:27])[CH2:25][C@@H:22]2[CH2:23][CH2:24][N:20]([C:18]([CH:15]3[CH2:17][CH2:16]3)=[O:19])[CH2:21]2)=[O:10])=[C:4]([C:11]([F:12])([F:13])[F:14])[CH:3]=1, predict the reactants needed to synthesize it. The reactants are: [Br:1][C:2]1[CH:7]=[CH:6][C:5]([N:8]=[C:9]=[O:10])=[C:4]([C:11]([F:14])([F:13])[F:12])[CH:3]=1.[CH:15]1([C:18]([N:20]2[CH2:24][CH2:23][C@@H:22]([CH2:25][C:26]([NH:28][NH2:29])=[O:27])[CH2:21]2)=[O:19])[CH2:17][CH2:16]1. (4) Given the product [NH:4]1[C:5](=[O:31])[C:6]2[NH:7][CH:8]=[N:9][C:10]=2[NH:2][C:3]1=[O:32], predict the reactants needed to synthesize it. The reactants are: C[N:2]1[C:10]2[N:9]=[C:8](OC3C=CC=C(OC(F)(F)F)C=3)[N:7](COCC[Si](C)(C)C)[C:6]=2[C:5](=[O:31])[NH:4][C:3]1=[O:32].BrCCCOC1CCCCO1.C(=O)([O-])[O-].[K+].[K+].